From a dataset of Catalyst prediction with 721,799 reactions and 888 catalyst types from USPTO. Predict which catalyst facilitates the given reaction. (1) Reactant: Br[C:2]1[CH:3]=[C:4]([S:8]([N:11]2[C:15]([C:16]3[CH:21]=[CH:20][CH:19]=[CH:18][CH:17]=3)=[CH:14][C:13]([CH2:22][N:23]([CH3:31])C(=O)OC(C)(C)C)=[CH:12]2)(=[O:10])=[O:9])[CH:5]=[N:6][CH:7]=1.C(N(CC)CC)C.CO.[C:41]([O:44][CH2:45]C)(=[O:43])C.[ClH:47]. Product: [ClH:47].[CH3:31][NH:23][CH2:22][C:13]1[CH:14]=[C:15]([C:16]2[CH:21]=[CH:20][CH:19]=[CH:18][CH:17]=2)[N:11]([S:8]([C:4]2[CH:5]=[N:6][CH:7]=[C:2]([CH:3]=2)[C:41]([O:44][CH3:45])=[O:43])(=[O:10])=[O:9])[CH:12]=1. The catalyst class is: 8. (2) Reactant: ClC(N(C)C)=C(C)C.[S:9]1[CH:13]=[C:12]([CH2:14][C:15]([N:17]2[CH2:20][CH2:19][C:18]2([CH3:24])[C:21]([OH:23])=O)=[O:16])[C:11]2[CH:25]=[CH:26][CH:27]=[CH:28][C:10]1=2.[CH2:29]([O:31][C:32](=[O:47])[CH2:33][CH2:34][CH2:35][NH:36][CH2:37][C:38]1[CH:46]=[CH:45][C:41]2[CH:42]=[CH:43][O:44][C:40]=2[CH:39]=1)[CH3:30]. Product: [CH2:29]([O:31][C:32](=[O:47])[CH2:33][CH2:34][CH2:35][N:36]([C:21]([C:18]1([CH3:24])[CH2:19][CH2:20][N:17]1[C:15](=[O:16])[CH2:14][C:12]1[C:11]2[CH:25]=[CH:26][CH:27]=[CH:28][C:10]=2[S:9][CH:13]=1)=[O:23])[CH2:37][C:38]1[CH:46]=[CH:45][C:41]2[CH:42]=[CH:43][O:44][C:40]=2[CH:39]=1)[CH3:30]. The catalyst class is: 2. (3) Reactant: Cl.[CH3:2][C:3]([CH3:35])([CH3:34])[CH2:4][C:5]1[N:6]=[C:7]([C:16]([OH:33])([CH3:32])[CH2:17][C:18]2[CH:23]=[CH:22][C:21]([C:24]3[CH:29]=[CH:28][C:27]([F:30])=[CH:26][N:25]=3)=[CH:20][C:19]=2[F:31])[N:8](S(N(C)C)(=O)=O)[CH:9]=1. Product: [CH3:2][C:3]([CH3:35])([CH3:34])[CH2:4][C:5]1[N:6]=[C:7]([C:16]([OH:33])([CH3:32])[CH2:17][C:18]2[CH:23]=[CH:22][C:21]([C:24]3[CH:29]=[CH:28][C:27]([F:30])=[CH:26][N:25]=3)=[CH:20][C:19]=2[F:31])[NH:8][CH:9]=1. The catalyst class is: 5. (4) Reactant: [CH2:1]([N:8]1[CH2:13][CH2:12][C:11]([C:14]2[CH:19]=[CH:18][C:17]([N:20]3[CH2:24][C@H:23]([CH2:25][N:26]=[N+:27]=[N-:28])[O:22][C:21]3=[O:29])=[CH:16][C:15]=2[F:30])=[CH:10][CH2:9]1)[C:2]1[CH:7]=[CH:6][CH:5]=[CH:4][CH:3]=1.[C:31]12CC(CC1)=C[CH:32]=2. Product: [CH2:1]([N:8]1[CH2:13][CH2:12][C:11]([C:14]2[CH:19]=[CH:18][C:17]([N:20]3[CH2:24][C@H:23]([CH2:25][N:26]4[CH:32]=[CH:31][N:28]=[N:27]4)[O:22][C:21]3=[O:29])=[CH:16][C:15]=2[F:30])=[CH:10][CH2:9]1)[C:2]1[CH:7]=[CH:6][CH:5]=[CH:4][CH:3]=1. The catalyst class is: 12. (5) Reactant: [NH2:1][CH2:2][CH:3]1[CH2:6][CH2:5][N:4]1[C:7]([O:9][C:10]([CH3:13])([CH3:12])[CH3:11])=[O:8].C(N(CC)CC)C.Br[CH:22]([CH2:27][O:28][CH3:29])[C:23]([O:25][CH3:26])=[O:24]. Product: [CH3:26][O:25][C:23](=[O:24])[CH:22]([NH:1][CH2:2][CH:3]1[CH2:6][CH2:5][N:4]1[C:7]([O:9][C:10]([CH3:13])([CH3:12])[CH3:11])=[O:8])[CH2:27][O:28][CH3:29]. The catalyst class is: 4. (6) Reactant: [CH3:1][O:2][C:3]1[C:8]([CH:9]=[CH2:10])=[CH:7][CH:6]=[CH:5][C:4]=1[CH3:11].[OH-].[Na+].O.[CH:15]([Cl:18])(Cl)[Cl:16]. Product: [Cl:16][C:15]1([Cl:18])[CH2:10][CH:9]1[C:8]1[CH:7]=[CH:6][CH:5]=[C:4]([CH3:11])[C:3]=1[O:2][CH3:1]. The catalyst class is: 572. (7) Reactant: [CH3:1][C:2]1[CH:28]=[CH:27][C:5]([C:6]([NH:8][C:9]2[S:10][C:11]3[CH:17]=[C:16]([C:18]([NH:20][C:21]4[CH:26]=[CH:25][CH:24]=[CH:23][CH:22]=4)=[O:19])[CH:15]=[CH:14][C:12]=3[N:13]=2)=[O:7])=[CH:4][CH:3]=1.C(=O)([O-])[O-].[K+].[K+].Br[CH:36]([CH2:41][CH3:42])[C:37]([O:39][CH3:40])=[O:38]. Product: [CH3:1][C:2]1[CH:3]=[CH:4][C:5]([C:6]([N:8]=[C:9]2[N:13]([CH:36]([CH2:41][CH3:42])[C:37]([O:39][CH3:40])=[O:38])[C:12]3[CH:14]=[CH:15][C:16]([C:18](=[O:19])[NH:20][C:21]4[CH:22]=[CH:23][CH:24]=[CH:25][CH:26]=4)=[CH:17][C:11]=3[S:10]2)=[O:7])=[CH:27][CH:28]=1. The catalyst class is: 9. (8) Reactant: [CH2:1]([C:3]1[N:7]([C:8]2[C:16]3[O:15][CH2:14][C@@H:13]([N:17](C(=O)C(F)(F)F)[C:18]4[CH:31]=[CH:30][C:21]5[C@H:22]([CH2:25][C:26]([O:28]C)=[O:27])[CH2:23][O:24][C:20]=5[CH:19]=4)[C:12]=3[CH:11]=[CH:10][CH:9]=2)[C:6]2[CH:38]=[C:39]([F:43])[C:40]([F:42])=[CH:41][C:5]=2[N:4]=1)[CH3:2].[OH-].[Na+].Cl. Product: [CH2:1]([C:3]1[N:7]([C:8]2[C:16]3[O:15][CH2:14][C@@H:13]([NH:17][C:18]4[CH:31]=[CH:30][C:21]5[C@H:22]([CH2:25][C:26]([OH:28])=[O:27])[CH2:23][O:24][C:20]=5[CH:19]=4)[C:12]=3[CH:11]=[CH:10][CH:9]=2)[C:6]2[CH:38]=[C:39]([F:43])[C:40]([F:42])=[CH:41][C:5]=2[N:4]=1)[CH3:2]. The catalyst class is: 193.